This data is from Full USPTO retrosynthesis dataset with 1.9M reactions from patents (1976-2016). The task is: Predict the reactants needed to synthesize the given product. Given the product [N:40]1([CH2:39][C:36]2[CH:37]=[CH:38][C:33]([CH2:32][N:30]3[CH:31]=[C:24]4[C:25]([N:26]=[CH:27][N:28]=[C:23]4[NH:12][CH2:11][C:8]4[CH:9]=[C:10]5[C:5]([CH2:4][CH2:3][NH:2][CH2:1]5)=[CH:6][CH:7]=4)=[N:29]3)=[CH:34][CH:35]=2)[CH:44]=[CH:43][CH:42]=[N:41]1, predict the reactants needed to synthesize it. The reactants are: [CH2:1]1[C:10]2[C:5](=[CH:6][CH:7]=[C:8]([CH2:11][NH2:12])[CH:9]=2)[CH2:4][CH2:3][NH:2]1.CCN(C(C)C)C(C)C.Cl[C:23]1[C:24]2[C:25](=[N:29][N:30]([CH2:32][C:33]3[CH:38]=[CH:37][C:36]([CH2:39][N:40]4[CH:44]=[CH:43][CH:42]=[N:41]4)=[CH:35][CH:34]=3)[CH:31]=2)[N:26]=[CH:27][N:28]=1.